From a dataset of Reaction yield outcomes from USPTO patents with 853,638 reactions. Predict the reaction yield, written as a fraction of the theoretical maximum amount of product (1.0 means a 100% yield; for example, 0.34 means a 34% yield). (1) The reactants are [C:1]([C:3]1[C:8]([NH2:9])=[CH:7][CH:6]=[C:5]([CH3:10])[N:4]=1)#[CH:2].[Cl:11][C:12]1[CH:17]=[CH:16][CH:15]=[C:14](I)[CH:13]=1. The catalyst is C(N(CC)CC)C.C(Cl)Cl.[Cu]I.Cl[Pd](Cl)([P](C1C=CC=CC=1)(C1C=CC=CC=1)C1C=CC=CC=1)[P](C1C=CC=CC=1)(C1C=CC=CC=1)C1C=CC=CC=1. The product is [Cl:11][C:12]1[CH:13]=[C:14]([C:2]#[C:1][C:3]2[C:8]([NH2:9])=[CH:7][CH:6]=[C:5]([CH3:10])[N:4]=2)[CH:15]=[CH:16][CH:17]=1. The yield is 0.390. (2) The reactants are [Br:1][C:2]1[CH:11]=[CH:10][C:9]2[O:8][C@@H:7]3[CH2:12][CH2:13][CH2:14][O:15][C@H:6]3[C:5](=O)[C:4]=2[CH:3]=1.[CH2:17]1COCC1. The catalyst is [CH3-].C[Al]C.[CH-]1C=CC=C1.[CH-]1C=CC=C1.[Cl-].[Ti+4]. The product is [Br:1][C:2]1[CH:11]=[CH:10][C:9]2[O:8][C@H:7]3[CH2:12][CH2:13][CH2:14][O:15][C@@H:6]3[C:5](=[CH2:17])[C:4]=2[CH:3]=1. The yield is 0.760. (3) The reactants are [CH3:1][C@H:2]([O:5][C:6]1[CH:7]=[CH:8][C:9]2[CH2:10][N:11](C(OC(C)(C)C)=O)[CH2:12][CH2:13][O:14][C:15]=2[N:16]=1)[CH2:3][CH3:4].[ClH:24].C(OCC)(=O)C. No catalyst specified. The yield is 0.700. The product is [ClH:24].[CH3:1][C@H:2]([O:5][C:6]1[CH:7]=[CH:8][C:9]2[CH2:10][NH:11][CH2:12][CH2:13][O:14][C:15]=2[N:16]=1)[CH2:3][CH3:4]. (4) The reactants are [Cl:1][C:2]1[CH:25]=[C:24]([C:26]([F:29])([F:28])[F:27])[CH:23]=[CH:22][C:3]=1[CH2:4][N:5]1[C:9](/[CH:10]=[CH:11]/[C:12](O)=[O:13])=[CH:8][C:7]([O:15][CH2:16][C:17]2([CH3:21])[CH2:20][O:19][CH2:18]2)=[N:6]1.[CH2:30]([S:35]([NH2:38])(=[O:37])=[O:36])[CH2:31][CH2:32][CH2:33][CH3:34].N12CCCN=C1CCCCC2. The catalyst is CN(C)C=O. The product is [Cl:1][C:2]1[CH:25]=[C:24]([C:26]([F:29])([F:28])[F:27])[CH:23]=[CH:22][C:3]=1[CH2:4][N:5]1[C:9](/[CH:10]=[CH:11]/[C:12]([NH:38][S:35]([CH2:30][CH2:31][CH2:32][CH2:33][CH3:34])(=[O:37])=[O:36])=[O:13])=[CH:8][C:7]([O:15][CH2:16][C:17]2([CH3:21])[CH2:20][O:19][CH2:18]2)=[N:6]1. The yield is 0.380. (5) The reactants are [O:1]=[C:2]1[C:7]([CH2:8][C:9]2[CH:14]=[CH:13][C:12]([C:15]3[C:16]([C:21]#[N:22])=[CH:17][CH:18]=[CH:19][CH:20]=3)=[CH:11][CH:10]=2)=[C:6]([CH2:23][CH2:24][CH3:25])[N:5]2[N:26]=[CH:27][N:28]=[C:4]2[N:3]1[CH:29]1[CH2:34][CH2:33][CH:32]([O:35][CH2:36][CH:37]=[CH2:38])[CH2:31][CH2:30]1.C(N(CC)CC)C.[OH:46][N:47]=[C:48](Cl)[CH3:49]. The catalyst is C(Cl)Cl. The product is [CH3:49][C:48]1[CH2:38][CH:37]([CH2:36][O:35][C@H:32]2[CH2:31][CH2:30][C@H:29]([N:3]3[C:2](=[O:1])[C:7]([CH2:8][C:9]4[CH:10]=[CH:11][C:12]([C:15]5[C:16]([C:21]#[N:22])=[CH:17][CH:18]=[CH:19][CH:20]=5)=[CH:13][CH:14]=4)=[C:6]([CH2:23][CH2:24][CH3:25])[N:5]4[N:26]=[CH:27][N:28]=[C:4]34)[CH2:34][CH2:33]2)[O:46][N:47]=1. The yield is 0.280. (6) The reactants are [H-].[Al+3].[Li+].[H-].[H-].[H-].C(O[C:10]([C:12]1[N:13]([CH2:22][C:23]#[N:24])[C:14]2[C:19]([CH:20]=1)=[C:18]([Br:21])[CH:17]=[CH:16][CH:15]=2)=O)C.C(C(C(C([O-])=O)O)O)([O-])=O.[Na+].[K+]. The catalyst is C(OCC)C. The product is [Br:21][C:18]1[C:19]2[CH:20]=[C:12]3[CH2:10][NH:24][CH2:23][CH2:22][N:13]3[C:14]=2[CH:15]=[CH:16][CH:17]=1. The yield is 0.340. (7) The reactants are I[C:2]1[CH:7]=[C:6]([C:8]([F:11])([F:10])[F:9])[CH:5]=[CH:4][C:3]=1[OH:12].[C:13]([O-])(=[O:15])[CH3:14].[K+].[O:18]1[CH:22]=[CH:21][C:20](B(O)O)=[CH:19]1.C(N(CC)CC)C.C(OC(=O)C)(=O)C. The catalyst is CC1CCCO1.COC(C)(C)C.[Pd].C(P(C(C)(C)C)C(C)(C)C)(C)(C)C.C(P(C(C)(C)C)C(C)(C)C)(C)(C)C. The product is [C:13]([O:12][C:3]1[CH:4]=[CH:5][C:6]([C:8]([F:11])([F:10])[F:9])=[CH:7][C:2]=1[C:20]1[CH:21]=[CH:22][O:18][CH:19]=1)(=[O:15])[CH3:14]. The yield is 0.866. (8) The reactants are [CH3:1][CH:2]1[C:6]2[CH:7]=[CH:8][C:9]([C:11]([O:13]C)=[O:12])=[CH:10][C:5]=2[O:4][CH2:3]1.C(N(CC)CC)C.C1(P(C2C=CC=CC=2)CCCP(C2C=CC=CC=2)C2C=CC=CC=2)C=CC=CC=1. The catalyst is CO.C([O-])(=O)C.[Pd+2].C([O-])(=O)C. The product is [CH3:1][CH:2]1[C:6]2[CH:7]=[CH:8][C:9]([C:11]([OH:13])=[O:12])=[CH:10][C:5]=2[O:4][CH2:3]1. The yield is 0.780. (9) The reactants are [C:1]([C:3]1[C:4]2[C:8]([CH:9]=[CH:10][CH:11]=1)=[N:7][N:6]1[C:12]([CH:17]3[CH2:22][CH2:21][N:20](C(OC(C)(C)C)=O)[CH2:19][CH2:18]3)=[CH:13][C:14](=[O:16])[NH:15][C:5]=21)#[N:2].[C:30]([OH:36])([C:32]([F:35])([F:34])[F:33])=[O:31]. The catalyst is ClCCl. The product is [F:33][C:32]([F:35])([F:34])[C:30]([OH:36])=[O:31].[O:16]=[C:14]1[CH:13]=[C:12]([CH:17]2[CH2:22][CH2:21][NH:20][CH2:19][CH2:18]2)[N:6]2[N:7]=[C:8]3[C:4]([C:3]([C:1]#[N:2])=[CH:11][CH:10]=[CH:9]3)=[C:5]2[NH:15]1. The yield is 0.860.